This data is from Full USPTO retrosynthesis dataset with 1.9M reactions from patents (1976-2016). The task is: Predict the reactants needed to synthesize the given product. (1) Given the product [Cl:26][C:5]1[CH:6]=[C:7]([C:8]([NH:10][C@H:11]([C:13]2[CH:14]=[CH:15][C:16]([C:17]([OH:19])=[O:18])=[CH:24][CH:25]=2)[CH3:12])=[O:9])[C:2]([O:35][C:29]2[CH:30]=[CH:31][CH:32]=[C:33]([F:34])[C:28]=2[F:27])=[N:3][CH:4]=1, predict the reactants needed to synthesize it. The reactants are: Cl[C:2]1[C:7]([C:8]([NH:10][C@H:11]([C:13]2[CH:25]=[CH:24][C:16]([C:17]([O:19]C(C)(C)C)=[O:18])=[CH:15][CH:14]=2)[CH3:12])=[O:9])=[CH:6][C:5]([Cl:26])=[CH:4][N:3]=1.[F:27][C:28]1[C:33]([F:34])=[CH:32][CH:31]=[CH:30][C:29]=1[OH:35]. (2) Given the product [NH2:8][C:9]1[CH:10]=[C:2]([Br:1])[CH:3]=[CH:4][C:5]=1[C:6]([OH:12])=[O:13], predict the reactants needed to synthesize it. The reactants are: [Br:1][C:2]1[CH:10]=[C:9]2[C:5]([C:6](=[O:12])C(=O)[NH:8]2)=[CH:4][CH:3]=1.[OH-:13].[Na+].